The task is: Predict the reactants needed to synthesize the given product.. This data is from Full USPTO retrosynthesis dataset with 1.9M reactions from patents (1976-2016). (1) Given the product [ClH:1].[CH3:17][C@H:15]1[N:14]([C:18]2[N:26]=[CH:25][N:24]=[C:23]3[C:19]=2[N:20]=[CH:21][N:22]3[CH3:27])[C@@H:13]([CH3:28])[CH2:12][N:11]([CH2:10][C:9]([OH:29])=[O:33])[CH2:16]1, predict the reactants needed to synthesize it. The reactants are: [Cl:1]C1C=CC=CC=1N[C:9](=[O:29])[CH2:10][N:11]1[CH2:16][C@H:15]([CH3:17])[N:14]([C:18]2[N:26]=[CH:25][N:24]=[C:23]3[C:19]=2[N:20]=[CH:21][N:22]3[CH3:27])[C@H:13]([CH3:28])[CH2:12]1.Cl.C([O:33]CC)C. (2) Given the product [CH2:1]([S:3]([N:6]1[CH2:11][CH2:10][CH:9]([C:12]2[C:20]3[C:15](=[C:16]([C:34]([NH2:36])=[O:35])[CH:17]=[C:18]([C:21]4[CH:26]=[CH:25][CH:24]=[C:23]([CH2:27][NH:28][CH2:29][C@@H:30]([CH3:33])[CH2:31][CH3:32])[CH:22]=4)[CH:19]=3)[NH:14][CH:13]=2)[CH2:8][CH2:7]1)(=[O:5])=[O:4])[CH3:2], predict the reactants needed to synthesize it. The reactants are: [CH2:1]([S:3]([N:6]1[CH2:11][CH2:10][CH:9]([C:12]2[C:20]3[C:15](=[C:16]([C:34]([NH2:36])=[O:35])[CH:17]=[C:18]([C:21]4[CH:26]=[CH:25][CH:24]=[C:23]([CH2:27][NH:28][CH2:29][CH:30]([CH3:33])[CH2:31][CH3:32])[CH:22]=4)[CH:19]=3)[NH:14][CH:13]=2)[CH2:8][CH2:7]1)(=[O:5])=[O:4])[CH3:2].CC(CC)CN. (3) Given the product [Cl:1][C:2]1[N:7]=[CH:6][C:5]([C:8]2[O:9][CH:10]=[C:11]([C:13]([O:15][CH2:16][CH3:21])=[O:14])[N:12]=2)=[C:4]([NH:17][CH:18]([CH3:20])[CH3:19])[CH:3]=1, predict the reactants needed to synthesize it. The reactants are: [Cl:1][C:2]1[N:7]=[CH:6][C:5]([C:8]2[O:9][CH2:10][CH:11]([C:13]([O:15][CH3:16])=[O:14])[N:12]=2)=[C:4]([NH:17][CH:18]([CH3:20])[CH3:19])[CH:3]=1.[CH2:21]1CCN2C(=NCCC2)CC1.BrC(Cl)(Cl)Cl. (4) Given the product [C:1]1([C@@H:7]([C:11]2[CH:12]=[CH:13][C:14]([S:17]([CH3:20])(=[O:19])=[O:18])=[CH:15][CH:16]=2)[CH2:8][CH:9]=[O:10])[CH:2]=[CH:3][CH:4]=[CH:5][CH:6]=1, predict the reactants needed to synthesize it. The reactants are: [C:1]1([C@@H:7]([C:11]2[CH:16]=[CH:15][C:14]([S:17]([CH3:20])(=[O:19])=[O:18])=[CH:13][CH:12]=2)[CH2:8][CH2:9][OH:10])[CH:6]=[CH:5][CH:4]=[CH:3][CH:2]=1.CC(OI1(OC(C)=O)(OC(C)=O)OC(=O)C2C=CC=CC1=2)=O. (5) The reactants are: [NH:1]1[C:9]2[C:4](=[CH:5][CH:6]=[CH:7][CH:8]=2)[CH2:3][CH:2]1[C:10]1[N:11]([CH3:30])[C:12](=[O:29])[C:13]([O:20][C:21](=[O:28])[C:22]2[CH:27]=[CH:26][CH:25]=[CH:24][CH:23]=2)=[C:14]([C:16]([O:18][CH3:19])=[O:17])[N:15]=1.N1C=CC=CC=1.[C:37]1([C:43](Cl)=[O:44])[CH:42]=[CH:41][CH:40]=[CH:39][CH:38]=1. Given the product [C:43]([N:1]1[C:9]2[C:4](=[CH:5][CH:6]=[CH:7][CH:8]=2)[CH2:3][CH:2]1[C:10]1[N:11]([CH3:30])[C:12](=[O:29])[C:13]([O:20][C:21](=[O:28])[C:22]2[CH:23]=[CH:24][CH:25]=[CH:26][CH:27]=2)=[C:14]([C:16]([O:18][CH3:19])=[O:17])[N:15]=1)(=[O:44])[C:37]1[CH:42]=[CH:41][CH:40]=[CH:39][CH:38]=1, predict the reactants needed to synthesize it. (6) Given the product [O:21]=[CH:20][C@@H:19]([C@H:18]([C@@H:17]([C@@H:14]([CH2:15][OH:16])[OH:25])[OH:24])[OH:23])[OH:22], predict the reactants needed to synthesize it. The reactants are: C1C=C([N+]([O-])=O)C2C(=NON=2)C=1N[C@H:14]([C@@H:17]([OH:24])[C@H:18]([OH:23])[C@H:19]([OH:22])[CH2:20][OH:21])[CH:15]=[O:16].[OH2:25].